Predict the product of the given reaction. From a dataset of Forward reaction prediction with 1.9M reactions from USPTO patents (1976-2016). (1) Given the reactants C([O:4][CH:5]([CH3:35])[C:6]([NH:8][C:9]1[CH:14]=[CH:13][C:12]([CH2:15][N:16]2[C:21]([CH3:22])=[CH:20][C:19]([O:23][CH2:24][C:25]3[CH:30]=[CH:29][C:28]([F:31])=[CH:27][C:26]=3[F:32])=[C:18]([Br:33])[C:17]2=[O:34])=[CH:11][CH:10]=1)=[O:7])(=O)C.C([O-])([O-])=O.[K+].[K+], predict the reaction product. The product is: [Br:33][C:18]1[C:17](=[O:34])[N:16]([CH2:15][C:12]2[CH:13]=[CH:14][C:9]([NH:8][C:6](=[O:7])[CH:5]([OH:4])[CH3:35])=[CH:10][CH:11]=2)[C:21]([CH3:22])=[CH:20][C:19]=1[O:23][CH2:24][C:25]1[CH:30]=[CH:29][C:28]([F:31])=[CH:27][C:26]=1[F:32]. (2) Given the reactants [C:1]([O:5][C:6](=[O:25])[C@:7]([NH2:24])([CH3:23])[CH2:8][C:9]1[CH:10]=[N:11][C:12]([NH:15][C:16]([O:18][C:19]([CH3:22])([CH3:21])[CH3:20])=[O:17])=[CH:13][CH:14]=1)([CH3:4])([CH3:3])[CH3:2].[C:26](N1C=CN=C1)(N1C=CN=C1)=[O:27].[NH2:38][C@@H:39]1[CH2:50][O:49][CH2:48][CH2:47][CH2:46][CH2:45][O:44][CH2:43][C@@H:42]([CH:51]([CH3:53])[CH3:52])[NH:41][C:40]1=[O:54].FC(F)(F)C([O-])=O.C(N(CC)C(C)C)(C)C, predict the reaction product. The product is: [C:1]([O:5][C:6](=[O:25])[C@:7]([NH:24][C:26]([NH:38][C@@H:39]1[CH2:50][O:49][CH2:48][CH2:47][CH2:46][CH2:45][O:44][CH2:43][C@H:42]([CH:51]([CH3:52])[CH3:53])[NH:41][C:40]1=[O:54])=[O:27])([CH3:23])[CH2:8][C:9]1[CH:10]=[N:11][C:12]([NH:15][C:16]([O:18][C:19]([CH3:22])([CH3:21])[CH3:20])=[O:17])=[CH:13][CH:14]=1)([CH3:3])([CH3:2])[CH3:4]. (3) Given the reactants [CH:1]12[CH:7]([NH:8][C:9]3[CH:10]=[C:11]4[C:15](=[CH:16][CH:17]=3)[NH:14][N:13]=[CH:12]4)[CH:4]([CH2:5][CH2:6]1)[CH2:3][NH:2]2.[OH:18][CH2:19][CH2:20][O:21][C:22]1[CH:23]=[C:24]([CH:27]=[CH:28][C:29]=1[CH3:30])[CH:25]=O, predict the reaction product. The product is: [NH:14]1[C:15]2[C:11](=[CH:10][C:9]([NH:8][CH:7]3[CH:4]4[CH2:5][CH2:6][CH:1]3[N:2]([CH2:25][C:24]3[CH:27]=[CH:28][C:29]([CH3:30])=[C:22]([CH:23]=3)[O:21][CH2:20][CH2:19][OH:18])[CH2:3]4)=[CH:17][CH:16]=2)[CH:12]=[N:13]1. (4) Given the reactants [NH2:1][C@@H:2]1[CH2:6][CH2:5][N:4]([C:7]2[N:12]=[CH:11][C:10]([N:13]3[CH:18]=[CH:17][C:16]4[CH:19]=[C:20]([C:22]5[CH:27]=[CH:26][C:25]([Cl:28])=[CH:24][CH:23]=5)[S:21][C:15]=4[C:14]3=[O:29])=[CH:9][CH:8]=2)[CH2:3]1.C(Cl)Cl.Cl, predict the reaction product. The product is: [ClH:28].[NH2:1][C@@H:2]1[CH2:6][CH2:5][N:4]([C:7]2[N:12]=[CH:11][C:10]([N:13]3[CH:18]=[CH:17][C:16]4[CH:19]=[C:20]([C:22]5[CH:27]=[CH:26][C:25]([Cl:28])=[CH:24][CH:23]=5)[S:21][C:15]=4[C:14]3=[O:29])=[CH:9][CH:8]=2)[CH2:3]1.